From a dataset of NCI-60 drug combinations with 297,098 pairs across 59 cell lines. Regression. Given two drug SMILES strings and cell line genomic features, predict the synergy score measuring deviation from expected non-interaction effect. (1) Drug 1: CC1=C(C(=CC=C1)Cl)NC(=O)C2=CN=C(S2)NC3=CC(=NC(=N3)C)N4CCN(CC4)CCO. Drug 2: N.N.Cl[Pt+2]Cl. Cell line: 786-0. Synergy scores: CSS=64.4, Synergy_ZIP=-2.28, Synergy_Bliss=-2.49, Synergy_Loewe=-1.48, Synergy_HSA=-1.40. (2) Drug 1: CN1C(=O)N2C=NC(=C2N=N1)C(=O)N. Drug 2: CC(C)NC(=O)C1=CC=C(C=C1)CNNC.Cl. Cell line: U251. Synergy scores: CSS=2.70, Synergy_ZIP=-1.72, Synergy_Bliss=-3.65, Synergy_Loewe=-3.87, Synergy_HSA=-4.65. (3) Drug 2: CN(C(=O)NC(C=O)C(C(C(CO)O)O)O)N=O. Synergy scores: CSS=-0.576, Synergy_ZIP=1.31, Synergy_Bliss=-0.964, Synergy_Loewe=-0.379, Synergy_HSA=-3.45. Cell line: MALME-3M. Drug 1: C#CCC(CC1=CN=C2C(=N1)C(=NC(=N2)N)N)C3=CC=C(C=C3)C(=O)NC(CCC(=O)O)C(=O)O. (4) Drug 1: CCC1(C2=C(COC1=O)C(=O)N3CC4=CC5=C(C=CC(=C5CN(C)C)O)N=C4C3=C2)O.Cl. Drug 2: N.N.Cl[Pt+2]Cl. Cell line: K-562. Synergy scores: CSS=51.0, Synergy_ZIP=-5.36, Synergy_Bliss=-1.66, Synergy_Loewe=-2.42, Synergy_HSA=-1.39. (5) Drug 1: C1=CN(C=N1)CC(O)(P(=O)(O)O)P(=O)(O)O. Drug 2: CN1C2=C(C=C(C=C2)N(CCCl)CCCl)N=C1CCCC(=O)O.Cl. Cell line: K-562. Synergy scores: CSS=-7.13, Synergy_ZIP=-0.440, Synergy_Bliss=-3.94, Synergy_Loewe=-8.20, Synergy_HSA=-7.62.